Dataset: Reaction yield outcomes from USPTO patents with 853,638 reactions. Task: Predict the reaction yield, written as a fraction of the theoretical maximum amount of product (1.0 means a 100% yield; for example, 0.34 means a 34% yield). (1) The product is [CH3:34][C:24]1[CH:29]=[CH:28][C:27]([S:30]([O:16][CH2:15][CH:10]2[CH2:11][C:12]([CH3:13])([CH3:14])[N:8]([CH2:1][C:2]3[CH:7]=[CH:6][CH:5]=[CH:4][CH:3]=3)[CH2:9]2)(=[O:32])=[O:31])=[CH:26][CH:25]=1. The catalyst is ClCCl. The yield is 0.680. The reactants are [CH2:1]([N:8]1[C:12]([CH3:14])([CH3:13])[CH2:11][CH:10]([CH2:15][OH:16])[CH2:9]1)[C:2]1[CH:7]=[CH:6][CH:5]=[CH:4][CH:3]=1.C(N(CC)CC)C.[C:24]1([CH3:34])[CH:29]=[CH:28][C:27]([S:30](Cl)(=[O:32])=[O:31])=[CH:26][CH:25]=1.C(OCC)(=O)C.CCCCCC. (2) The reactants are [CH2:1]([C@@H:8]1[NH:13][CH2:12][CH2:11][N:10]([C:14]2[CH:19]=[CH:18][C:17]([O:20][CH3:21])=[C:16]([O:22][CH:23]3[CH2:27][CH2:26][CH2:25][CH2:24]3)[CH:15]=2)[CH2:9]1)[C:2]1[CH:7]=[CH:6][CH:5]=[CH:4][CH:3]=1.[C:28]([NH:35][CH2:36][C:37](O)=[O:38])([O:30][C:31]([CH3:34])([CH3:33])[CH3:32])=[O:29].C(N(C(C)C)CC)(C)C.F[P-](F)(F)(F)(F)F.N1(OC(N(C)C)=[N+](C)C)C2N=CC=CC=2N=N1. The product is [C:31]([O:30][C:28](=[O:29])[NH:35][CH2:36][C:37]([N:13]1[CH2:12][CH2:11][N:10]([C:14]2[CH:19]=[CH:18][C:17]([O:20][CH3:21])=[C:16]([O:22][CH:23]3[CH2:27][CH2:26][CH2:25][CH2:24]3)[CH:15]=2)[CH2:9][C@@H:8]1[CH2:1][C:2]1[CH:3]=[CH:4][CH:5]=[CH:6][CH:7]=1)=[O:38])([CH3:34])([CH3:32])[CH3:33]. The catalyst is CN(C=O)C. The yield is 0.810. (3) The reactants are [CH2:1]([O:3][C:4]([C:6]1[CH:7]=[C:8]2[C:12](=[C:13]([NH2:15])[CH:14]=1)[NH:11][CH:10]=[C:9]2[CH2:16][CH3:17])=[O:5])[CH3:2].N1C=CC=CC=1.Cl[CH2:25][CH2:26][S:27](Cl)(=[O:29])=[O:28]. The catalyst is C(Cl)Cl.CN(C1C=CN=CC=1)C.CCOC(C)=O. The product is [CH2:1]([O:3][C:4]([C:6]1[CH:7]=[C:8]2[C:12](=[C:13]([NH:15][S:27]([CH:26]=[CH2:25])(=[O:29])=[O:28])[CH:14]=1)[NH:11][CH:10]=[C:9]2[CH2:16][CH3:17])=[O:5])[CH3:2]. The yield is 1.10. (4) The product is [Cl:1][C:2]1[S:6][C:5]([C:7]([NH:9][CH2:10][C@@H:11]2[O:24][C:25](=[O:40])[N:26]([C:27]3[CH:28]=[CH:29][C:30]([N:33]4[CH2:38][CH2:37][O:36][CH2:35][C:34]4=[O:39])=[CH:31][CH:32]=3)[CH2:12]2)=[O:8])=[CH:4][CH:3]=1. The reactants are [Cl:1][C:2]1[S:6][C:5]([C:7]([NH:9][CH2:10][C@H:11]([O:24][C:25](=[O:40])[NH:26][C:27]2[CH:32]=[CH:31][C:30]([N:33]3[CH2:38][CH2:37][O:36][CH2:35][C:34]3=[O:39])=[CH:29][CH:28]=2)[CH2:12]OS(C2C=CC(C)=CC=2)(=O)=O)=[O:8])=[CH:4][CH:3]=1.CC(C)([O-])C.[Li+]. The catalyst is O1CCCC1. The yield is 0.885. (5) The catalyst is C(O)C. The product is [Cl:21][C:17]1[CH:16]=[C:15]([S:12]([NH:11][C:7]2[CH:6]=[C:5]([CH:10]=[CH:9][CH:8]=2)[C:4]([OH:22])=[O:3])(=[O:14])=[O:13])[CH:20]=[CH:19][CH:18]=1. The reactants are C([O:3][C:4](=[O:22])[C:5]1[CH:10]=[CH:9][CH:8]=[C:7]([NH:11][S:12]([C:15]2[CH:20]=[CH:19][CH:18]=[C:17]([Cl:21])[CH:16]=2)(=[O:14])=[O:13])[CH:6]=1)C.[OH-].[K+].Cl. The yield is 0.700. (6) The reactants are C([O:4][CH2:5][C:6]1[C:7]([N:32]2[CH2:44][CH2:43][N:35]3[C:36]4[CH2:37][CH2:38][CH2:39][CH2:40][C:41]=4[CH:42]=[C:34]3[C:33]2=[O:45])=[N:8][CH:9]=[CH:10][C:11]=1[C:12]1[CH:17]=[C:16]([NH:18][C:19]2[CH:29]=[C:22]3[CH:23]([CH3:28])[N:24]([CH3:27])[CH2:25][CH2:26][N:21]3[N:20]=2)[C:15](=[O:30])[N:14]([CH3:31])[CH:13]=1)(=O)C.[OH-].[Li+].C(O)(C)C.C1COCC1. The catalyst is O. The product is [CH3:28][CH:23]1[N:24]([CH3:27])[CH2:25][CH2:26][N:21]2[N:20]=[C:19]([NH:18][C:16]3[C:15](=[O:30])[N:14]([CH3:31])[CH:13]=[C:12]([C:11]4[CH:10]=[CH:9][N:8]=[C:7]([N:32]5[CH2:44][CH2:43][N:35]6[C:36]7[CH2:37][CH2:38][CH2:39][CH2:40][C:41]=7[CH:42]=[C:34]6[C:33]5=[O:45])[C:6]=4[CH2:5][OH:4])[CH:17]=3)[CH:29]=[C:22]12. The yield is 0.430. (7) The yield is 0.300. The reactants are [S:1]([CH2:5][CH2:6][OH:7])([O-:4])(=[O:3])=[O:2].[Na+].[C:9](O)(=[O:16])[C:10]1[CH:15]=[CH:14][CH:13]=[CH:12][CH:11]=1.FC(F)(F)C(OC(=O)C(F)(F)F)=O.[Cl-].[C:32]1([S+:38]([C:45]2[CH:50]=[CH:49][CH:48]=[CH:47][CH:46]=2)[C:39]2[CH:44]=[CH:43][CH:42]=[CH:41][CH:40]=2)[CH:37]=[CH:36][CH:35]=[CH:34][CH:33]=1.C(=O)(O)[O-].[Na+]. The product is [C:9]([O:7][CH2:6][CH2:5][S:1]([O-:4])(=[O:3])=[O:2])(=[O:16])[C:10]1[CH:15]=[CH:14][CH:13]=[CH:12][CH:11]=1.[C:45]1([S+:38]([C:32]2[CH:33]=[CH:34][CH:35]=[CH:36][CH:37]=2)[C:39]2[CH:44]=[CH:43][CH:42]=[CH:41][CH:40]=2)[CH:46]=[CH:47][CH:48]=[CH:49][CH:50]=1. The catalyst is FC(F)(F)C(O)=O.C(Cl)Cl.